Dataset: Reaction yield outcomes from USPTO patents with 853,638 reactions. Task: Predict the reaction yield, written as a fraction of the theoretical maximum amount of product (1.0 means a 100% yield; for example, 0.34 means a 34% yield). The reactants are C(O)(C(F)(F)F)=O.[NH2:8][C:9](=[O:45])[CH2:10][C:11]1[CH:44]=[CH:43][CH:42]=[CH:41][C:12]=1[CH2:13][CH2:14][C:15]1[C:20]([C:21]([F:24])([F:23])[F:22])=[CH:19][N:18]=[C:17]([NH:25][C:26]2[CH:40]=[CH:39][C:29]([CH2:30][NH:31]C(=O)OC(C)(C)C)=[CH:28][CH:27]=2)[N:16]=1. The catalyst is C(Cl)Cl. The product is [NH2:31][CH2:30][C:29]1[CH:28]=[CH:27][C:26]([NH:25][C:17]2[N:16]=[C:15]([CH2:14][CH2:13][C:12]3[CH:41]=[CH:42][CH:43]=[CH:44][C:11]=3[CH2:10][C:9]([NH2:8])=[O:45])[C:20]([C:21]([F:23])([F:24])[F:22])=[CH:19][N:18]=2)=[CH:40][CH:39]=1. The yield is 0.760.